Dataset: Catalyst prediction with 721,799 reactions and 888 catalyst types from USPTO. Task: Predict which catalyst facilitates the given reaction. (1) Reactant: [OH:1][C:2]1[CH:7]=[CH:6][C:5]([CH2:8][CH2:9][C:10]([OH:12])=[O:11])=[CH:4][CH:3]=1.[N+:13]([O-])([OH:15])=[O:14]. Product: [OH:1][C:2]1[CH:3]=[CH:4][C:5]([CH2:8][CH2:9][C:10]([OH:12])=[O:11])=[CH:6][C:7]=1[N+:13]([O-:15])=[O:14]. The catalyst class is: 15. (2) Reactant: [CH3:1][N:2]1[C:10]2[C:5](=[CH:6][CH:7]=[C:8]([C:11]3[CH:12]=[N:13][C:14](S(C)(=O)=O)=[N:15][CH:16]=3)[CH:9]=2)[C:4]([CH3:22])([CH3:21])[C:3]1=[O:23].[NH:24]1[CH2:28][CH2:27][CH2:26][CH2:25]1. Product: [CH3:1][N:2]1[C:10]2[C:5](=[CH:6][CH:7]=[C:8]([C:11]3[CH:12]=[N:13][C:14]([N:24]4[CH2:28][CH2:27][CH2:26][CH2:25]4)=[N:15][CH:16]=3)[CH:9]=2)[C:4]([CH3:22])([CH3:21])[C:3]1=[O:23]. The catalyst class is: 84. (3) Reactant: FC(F)(F)C(O)=O.[CH3:8][N:9]([CH:17]1[CH2:22][CH2:21][N:20]([C:23]2[N:24]([CH3:28])[CH:25]=[CH:26][N:27]=2)[CH2:19][CH2:18]1)C(=O)OC(C)(C)C. Product: [CH3:8][NH:9][CH:17]1[CH2:22][CH2:21][N:20]([C:23]2[N:24]([CH3:28])[CH:25]=[CH:26][N:27]=2)[CH2:19][CH2:18]1. The catalyst class is: 4. (4) Reactant: [F:1][C:2]([F:17])([F:16])[C:3]1[CH:4]=[C:5]([C:13](=[O:15])[CH3:14])[CH:6]=[C:7]([C:9]([F:12])([F:11])[F:10])[CH:8]=1.[BH4-].[Na+]. Product: [F:1][C:2]([F:16])([F:17])[C:3]1[CH:4]=[C:5]([CH:13]([OH:15])[CH3:14])[CH:6]=[C:7]([C:9]([F:10])([F:11])[F:12])[CH:8]=1. The catalyst class is: 8. (5) Reactant: [NH2:1][CH2:2][CH2:3][C:4]1[CH:9]=[CH:8][C:7]([NH:10][CH2:11][C@@H:12]([C:14]2[CH:19]=[CH:18][CH:17]=[CH:16][CH:15]=2)[NH2:13])=[CH:6][CH:5]=1.[CH2:20]([O:27][C:28]1[CH:33]=[CH:32][C:31]([C@@H:34]([O:37][Si:38]([C:41]([CH3:44])([CH3:43])[CH3:42])([CH3:40])[CH3:39])[CH2:35]Br)=[CH:30][C:29]=1[NH:45][CH:46]=[O:47])[C:21]1[CH:26]=[CH:25][CH:24]=[CH:23][CH:22]=1.C(=O)([O-])[O-].[K+].[K+].C(OC(C)C)(=O)C. Product: [NH2:13][C@H:12]([C:14]1[CH:19]=[CH:18][CH:17]=[CH:16][CH:15]=1)[CH2:11][NH:10][C:7]1[CH:8]=[CH:9][C:4]([CH2:3][CH2:2][NH:1][CH2:35][C@@H:34]([C:31]2[CH:32]=[CH:33][C:28]([O:27][CH2:20][C:21]3[CH:26]=[CH:25][CH:24]=[CH:23][CH:22]=3)=[C:29]([NH:45][CH:46]=[O:47])[CH:30]=2)[O:37][Si:38]([C:41]([CH3:44])([CH3:43])[CH3:42])([CH3:39])[CH3:40])=[CH:5][CH:6]=1. The catalyst class is: 374. (6) Reactant: [Br:1][C:2]1[CH:11]=[C:10]2[C:5]([CH:6]=[CH:7][N:8]=[C:9]2[OH:12])=[N:4][CH:3]=1.[F:13][C:14]1[CH:15]=[C:16]([CH:19]=[CH:20][CH:21]=1)[CH2:17]Br.C(=O)([O-])[O-].[Cs+].[Cs+]. Product: [Br:1][C:2]1[CH:11]=[C:10]2[C:5]([CH:6]=[CH:7][N:8]([CH2:17][C:16]3[CH:19]=[CH:20][CH:21]=[C:14]([F:13])[CH:15]=3)[C:9]2=[O:12])=[N:4][CH:3]=1. The catalyst class is: 9. (7) Reactant: [F:1][C:2]1[CH:7]=[CH:6][C:5]([CH2:8][C:9]([OH:11])=O)=[CH:4][CH:3]=1.C(N1C=CN=C1)(N1C=CN=C1)=O.[Cl:24][C:25]1[CH:26]=[C:27]([CH:37]=[CH:38][C:39]=1[Cl:40])[CH2:28][N:29]1[CH2:34][CH2:33][CH:32]([NH:35]C)[CH2:31][CH2:30]1. Product: [Cl:24][C:25]1[CH:26]=[C:27]([CH:37]=[CH:38][C:39]=1[Cl:40])[CH2:28][N:29]1[CH2:30][CH2:31][CH:32]([NH:35][C:9](=[O:11])[CH2:8][C:5]2[CH:4]=[CH:3][C:2]([F:1])=[CH:7][CH:6]=2)[CH2:33][CH2:34]1. The catalyst class is: 7. (8) Product: [F:1][C:2]1[CH:7]=[C:6]([F:8])[CH:5]=[CH:4][C:3]=1[C:9]1[CH:10]=[CH:11][C:12]([O:15][CH2:16][C:17]2[CH:18]=[C:19]([CH2:20][OH:21])[CH:23]=[CH:24][C:25]=2[F:26])=[CH:13][CH:14]=1. Reactant: [F:1][C:2]1[CH:7]=[C:6]([F:8])[CH:5]=[CH:4][C:3]=1[C:9]1[CH:14]=[CH:13][C:12]([O:15][CH2:16][C:17]2[CH:18]=[C:19]([CH:23]=[CH:24][C:25]=2[F:26])[C:20](O)=[O:21])=[CH:11][CH:10]=1.B. The catalyst class is: 1. (9) Reactant: [CH2:1]([O:8][C:9]1[CH:17]=[C:16]([O:18][CH2:19][C:20]2[CH:25]=[CH:24][CH:23]=[CH:22][CH:21]=2)[C:15]([C:26]([CH3:28])=[CH2:27])=[CH:14][C:10]=1[C:11]([OH:13])=O)[C:2]1[CH:7]=[CH:6][CH:5]=[CH:4][CH:3]=1.Br.[OH:30][C:31]1[CH:39]=[CH:38][CH:37]=[C:36]2[C:32]=1[CH2:33][NH:34][CH2:35]2.Cl.C(N=C=NCCCN(C)C)C.ON1C2C=CC=CC=2N=N1.C(N(CC)CC)C. Product: [CH2:1]([O:8][C:9]1[CH:17]=[C:16]([O:18][CH2:19][C:20]2[CH:21]=[CH:22][CH:23]=[CH:24][CH:25]=2)[C:15]([C:26]([CH3:28])=[CH2:27])=[CH:14][C:10]=1[C:11]([N:34]1[CH2:33][C:32]2[C:36](=[CH:37][CH:38]=[CH:39][C:31]=2[OH:30])[CH2:35]1)=[O:13])[C:2]1[CH:7]=[CH:6][CH:5]=[CH:4][CH:3]=1. The catalyst class is: 9. (10) Reactant: [Br:1][C:2]1[N:7]=[C:6]([C:8]2[S:12][CH:11]=[N:10][CH:9]=2)[CH:5]=[C:4]([CH3:13])[CH:3]=1.[Li+].CC([N-]C(C)C)C.[CH3:22][C@@H:23]1[CH2:28][C:27](=[O:29])[CH2:26][CH2:25][C@@H:24]1[C:30]([O:32][CH2:33][CH3:34])=[O:31]. Product: [Br:1][C:2]1[N:7]=[C:6]([C:8]2[S:12][C:11]([C:27]3([OH:29])[CH2:26][CH2:25][C@H:24]([C:30]([O:32][CH2:33][CH3:34])=[O:31])[C@H:23]([CH3:22])[CH2:28]3)=[N:10][CH:9]=2)[CH:5]=[C:4]([CH3:13])[CH:3]=1. The catalyst class is: 1.